The task is: Binary Classification. Given a miRNA mature sequence and a target amino acid sequence, predict their likelihood of interaction.. This data is from Experimentally validated miRNA-target interactions with 360,000+ pairs, plus equal number of negative samples. (1) The miRNA is hsa-miR-4646-3p with sequence AUUGUCCCUCUCCCUUCCCAG. The protein sequence of the target gene is MDRSLGWQGNSVPEDRTEAGIKRFLEDTTDDGELSKFVKDFSGNASCHPPEAKTWASRPQVPEPRPQAPDLYDDDLEFRPPSRPQSSDNQQYFCAPAPLSPSARPRSPWGKLDPYDSSEDDKEYVGFATLPNQVHRKSVKKGFDFTLMVAGESGLGKSTLVNSLFLTDLYRDRKLLGAEERIMQTVEITKHAVDIEEKGVRLRLTIVDTPGFGDAVNNTECWKPVAEYIDQQFEQYFRDESGLNRKNIQDNRVHCCLYFISPFGHGLRPLDVEFMKALHQRVNIVPILAKADTLTPPEVD.... Result: 1 (interaction). (2) The protein sequence of the target gene is MASASSSRAGVALPFEKSQLTLKVVSAKPKVHNRQPRINSYVEVAVDGLPSETKKTGKRIGSSELLWNEIIILNVTAQSHLDLKVWSCHTLRNELLGTASVNLSNVLKNNGGKMENMQLTLNLQTENKGSVVSGGELTIFLDGPTVDLGNVPNGSALTDGSQLPSRDSSGTAVAPENRHQPPSTNCFGGRSRTHRHSGASARTTPATGEQSPGARSRHRQPVKNSGHSGLANGTVNDEPTTATDPEEPSVVGVTSPPAAPLSVTPNPNTTSLPAPATPAEGEEPSTSGTQQLPAAAQAPD.... Result: 0 (no interaction). The miRNA is hsa-miR-33a-3p with sequence CAAUGUUUCCACAGUGCAUCAC. (3) The miRNA is hsa-miR-4747-3p with sequence AAGGCCCGGGCUUUCCUCCCAG. The protein sequence of the target gene is MSTRNPQRKRRGGTVNSRQTQKRTRETTSTPEVSLETEPIELVETVGDEIVDLTCESLEPVVVDLTHNDSVVIVEERRRPRRNGRRLRQDHADSCVVSSDDEELSRDKDVYVTTHTPRSTKDDGATGPRPSGTVSCPICMDGYSEIVQNGRLIVSTECGHVFCSQCLRDSLKNANTCPTCRKKINHKRYHPIYI. Result: 0 (no interaction). (4) The miRNA is mmu-miR-105 with sequence CCAAGUGCUCAGAUGCUUGUGGU. The protein sequence of the target gene is MAAPYPGSGGGSEVKCVGGRGASVPWDFLPGLMVKAPSGPCLQAQRKEKSRNAARSRRGKENLEFFELAKLLPLPGAISSQLDKASIVRLSVTYLRLRRFAALGAPPWGLRAAGPPAGLAPGRRGPAALVSEVFEQHLGGHILQSLDGFVFALNQEGKFLYISETVSIYLGLSQVEMTGSSVFDYIHPGDHSEVLEQLGLRTPTPGPPTPPSVSSSSSSSSSLADTPEIEASLTKVPPSSLVQERSFFVRMKSTLTKRGLHVKASGYKVIHVTGRLRAHALGLVALGHTLPPAPLAELPL.... Result: 0 (no interaction). (5) The miRNA is hsa-miR-582-5p with sequence UUACAGUUGUUCAACCAGUUACU. The protein sequence of the target gene is MDLLFGRRKTPEELLRQNQRALNRAMRELDRERQKLETQEKKIIADIKKMAKQGQMDAVRIMAKDLVRTRRYVRKFVLMRANIQAVSLKIQTLKSNNSMAQAMKGVTKAMGTMNRQLKLPQIQKIMMEFERQAEIMDMKEEMMNDAIDDAMGDEEDEEESDAVVSQVLDELGLSLTDELSNLPSTGGSLSVAAGGKKAEAAASALADADADLEERLKNLRRD. Result: 0 (no interaction). (6) The miRNA is mmu-miR-669a-5p with sequence AGUUGUGUGUGCAUGUUCAUGUCU. The protein sequence of the target gene is MWPVFWTVVRTYAPYVTFPVAFVVGAVGYHLEWFIRGKDPQPVEEEKSISERREDRKLDELLGKDHTQVVSLKDKLEFAPKAVLNRNRPEKN. Result: 0 (no interaction). (7) The miRNA is hsa-miR-335-5p with sequence UCAAGAGCAAUAACGAAAAAUGU. The protein sequence of the target gene is MWTSGRMSNAKNWLGLGMSLYFWGLMDLTTTVLSDTPTPQGELEALLSDKPQSHQRTKRSWVWNQFFVLEEYTGTDPLYVGKLHSDMDRGDGSIKYILSGEGAGIVFTIDDTTGDIHAIQRLDREERAQYTLRAQALDRRTGRPMEPESEFIIKIQDINDNEPKFLDGPYVATVPEMSPVGTSVIQVTATDADDPTYGNSARVVYSILQGQPYFSVDSKTGVIRTALMNMDREAKEYYEVIIQAKDMGGQLGGLAGTTTVNITLSDVNDNPPRFPQKHYQMSVLESAPISSTVGRVFAKD.... Result: 1 (interaction). (8) The miRNA is hsa-miR-25-3p with sequence CAUUGCACUUGUCUCGGUCUGA. The protein sequence of the target gene is MMPQKKRRRKKDIDFLALYEAELLNYASEDDEGELEHEYYKARVYEVVTATGDVRGAGTDANVFITLFGENGLSPKLQLTSKSKSAFEKGNVDVFRVRTNNVGLIYKVRIEHDNTGLNASWYLDHVIVTDMKRPHLRYYFNCNNWLSKVEGDRQWCRDLLASFNPMDMPRGNKYEVKVYTGDVIGAGTDADVFINIFGEYGDTGERRLENEKDNFEKGAEDRFILDAPDLGQLMKINVGHNNKGGSAGWFLSQIVIEDIGNKRKYDFPLNRWLALDEDDGKIQRDILVGGAETTAITYIV.... Result: 1 (interaction).